From a dataset of NCI-60 drug combinations with 297,098 pairs across 59 cell lines. Regression. Given two drug SMILES strings and cell line genomic features, predict the synergy score measuring deviation from expected non-interaction effect. (1) Drug 1: CC1=C2C(C(=O)C3(C(CC4C(C3C(C(C2(C)C)(CC1OC(=O)C(C(C5=CC=CC=C5)NC(=O)OC(C)(C)C)O)O)OC(=O)C6=CC=CC=C6)(CO4)OC(=O)C)OC)C)OC. Drug 2: C1=CC(=CC=C1CCC2=CNC3=C2C(=O)NC(=N3)N)C(=O)NC(CCC(=O)O)C(=O)O. Cell line: IGROV1. Synergy scores: CSS=35.3, Synergy_ZIP=-4.02, Synergy_Bliss=-2.85, Synergy_Loewe=-0.0352, Synergy_HSA=2.65. (2) Drug 2: CN1C(=O)N2C=NC(=C2N=N1)C(=O)N. Drug 1: CC1C(C(=O)NC(C(=O)N2CCCC2C(=O)N(CC(=O)N(C(C(=O)O1)C(C)C)C)C)C(C)C)NC(=O)C3=C4C(=C(C=C3)C)OC5=C(C(=O)C(=C(C5=N4)C(=O)NC6C(OC(=O)C(N(C(=O)CN(C(=O)C7CCCN7C(=O)C(NC6=O)C(C)C)C)C)C(C)C)C)N)C. Synergy scores: CSS=42.0, Synergy_ZIP=1.74, Synergy_Bliss=1.85, Synergy_Loewe=-6.21, Synergy_HSA=4.35. Cell line: HL-60(TB). (3) Drug 1: CC1C(C(CC(O1)OC2CC(OC(C2O)C)OC3=CC4=CC5=C(C(=O)C(C(C5)C(C(=O)C(C(C)O)O)OC)OC6CC(C(C(O6)C)O)OC7CC(C(C(O7)C)O)OC8CC(C(C(O8)C)O)(C)O)C(=C4C(=C3C)O)O)O)O. Drug 2: C(CC(=O)O)C(=O)CN.Cl. Cell line: EKVX. Synergy scores: CSS=12.0, Synergy_ZIP=-2.27, Synergy_Bliss=-1.59, Synergy_Loewe=-23.2, Synergy_HSA=-0.463. (4) Drug 1: C1=CC(=CC=C1CCCC(=O)O)N(CCCl)CCCl. Drug 2: CC1=C(C(=O)C2=C(C1=O)N3CC4C(C3(C2COC(=O)N)OC)N4)N. Cell line: SNB-75. Synergy scores: CSS=50.9, Synergy_ZIP=-6.45, Synergy_Bliss=-2.82, Synergy_Loewe=-29.6, Synergy_HSA=0.227. (5) Drug 1: CC1=C(C=C(C=C1)NC2=NC=CC(=N2)N(C)C3=CC4=NN(C(=C4C=C3)C)C)S(=O)(=O)N.Cl. Drug 2: C1=NC2=C(N=C(N=C2N1C3C(C(C(O3)CO)O)O)F)N. Cell line: HL-60(TB). Synergy scores: CSS=-8.95, Synergy_ZIP=-9.19, Synergy_Bliss=-21.7, Synergy_Loewe=-62.5, Synergy_HSA=-38.1.